From a dataset of Forward reaction prediction with 1.9M reactions from USPTO patents (1976-2016). Predict the product of the given reaction. (1) Given the reactants [Cl:1][C:2]1[CH:7]=[CH:6][C:5]([C:8](=[O:13])[C:9]([F:12])([F:11])[F:10])=[CH:4][CH:3]=1.C(=O)([O-])[O-].[K+].[K+].O.[N+:21]([CH3:24])([O-])=O, predict the reaction product. The product is: [NH2:21][CH2:24][C:8]([C:5]1[CH:6]=[CH:7][C:2]([Cl:1])=[CH:3][CH:4]=1)([OH:13])[C:9]([F:11])([F:12])[F:10]. (2) The product is: [C:1]([C:3]1[CH:8]=[CH:7][C:6]([CH2:9][CH2:10][NH2:11])=[CH:5][CH:4]=1)#[N:2]. Given the reactants [C:1]([C:3]1[CH:8]=[CH:7][C:6]([CH2:9][CH2:10][NH:11]C(=O)OC(C)(C)C)=[CH:5][CH:4]=1)#[N:2].C(O)(C(F)(F)F)=O, predict the reaction product. (3) Given the reactants Cl[C:2]1[N:3]=[N:4][C:5]([Cl:8])=[CH:6][CH:7]=1.[Cl:9][C:10]1[CH:15]=[C:14]([NH2:16])[CH:13]=[C:12]([Cl:17])[C:11]=1[OH:18], predict the reaction product. The product is: [Cl:9][C:10]1[CH:15]=[C:14]([CH:13]=[C:12]([Cl:17])[C:11]=1[O:18][C:2]1[N:3]=[N:4][C:5]([Cl:8])=[CH:6][CH:7]=1)[NH2:16]. (4) The product is: [NH2:21][C:9]1[CH:8]=[C:7]2[C:12]([C:13]([C:14]3[CH:19]=[CH:18][C:17]([F:20])=[CH:16][CH:15]=3)=[C:4]([C:2]([NH2:3])=[O:31])[C:5]([CH3:30])([CH3:29])[O:6]2)=[CH:11][CH:10]=1. Given the reactants Cl.[C:2]([C:4]1[C:5]([CH3:30])([CH3:29])[O:6][C:7]2[C:12]([C:13]=1[C:14]1[CH:19]=[CH:18][C:17]([F:20])=[CH:16][CH:15]=1)=[CH:11][CH:10]=[C:9]([NH:21]C(=O)OC(C)(C)C)[CH:8]=2)#[N:3].[O:31]1CCOCC1, predict the reaction product.